This data is from Catalyst prediction with 721,799 reactions and 888 catalyst types from USPTO. The task is: Predict which catalyst facilitates the given reaction. (1) Reactant: [OH:1][CH2:2][CH2:3][NH:4][C:5](=[O:12])[C:6]1[CH:11]=[CH:10][N:9]=[CH:8][CH:7]=1.C[Si]([N-][Si](C)(C)C)(C)C.[Li+].[CH:23]1([NH:26][C:27]([C:29]2[S:42][C:32]3=[N:33][C:34](S(C)=O)=[C:35]([Cl:38])[C:36]([CH3:37])=[C:31]3[C:30]=2[NH2:43])=[O:28])[CH2:25][CH2:24]1. Product: [CH:23]1([NH:26][C:27]([C:29]2[S:42][C:32]3=[N:33][C:34]([O:1][CH2:2][CH2:3][NH:4][C:5]([C:6]4[CH:7]=[CH:8][N:9]=[CH:10][CH:11]=4)=[O:12])=[C:35]([Cl:38])[C:36]([CH3:37])=[C:31]3[C:30]=2[NH2:43])=[O:28])[CH2:25][CH2:24]1. The catalyst class is: 1. (2) Reactant: Cl[C:2]1[CH:7]=[CH:6][N+:5]([O-:8])=[CH:4][C:3]=1[CH3:9].[OH-].[Na+].[CH3:12][O:13][CH2:14][CH2:15][O:16][CH2:17][CH2:18][OH:19].Cl. Product: [CH3:12][O:13][CH2:14][CH2:15][O:16][CH2:17][CH2:18][O:19][C:2]1[CH:7]=[CH:6][N+:5]([O-:8])=[CH:4][C:3]=1[CH3:9]. The catalyst class is: 226. (3) Reactant: [CH3:1][O:2][C:3]1[CH:4]=[C:5]([OH:9])[CH:6]=[CH:7][CH:8]=1.[N:10]([O-:12])=[O:11].[Na+].[N+]([O-])(O)=O.O. Product: [N+:10]([C:6]1[CH:7]=[CH:8][C:3]([O:2][CH3:1])=[CH:4][C:5]=1[OH:9])([O-:12])=[O:11]. The catalyst class is: 796. (4) Product: [CH3:19][O:16][C:15](=[O:17])[CH2:14][C:11]1[C:10]([CH3:18])=[N:9][N:8]([CH2:1][C:2]2[CH:7]=[CH:6][CH:5]=[CH:4][CH:3]=2)[C:12]=1[CH3:13]. The catalyst class is: 33. Reactant: [CH2:1]([N:8]1[C:12]([CH3:13])=[C:11]([CH2:14][C:15]([OH:17])=[O:16])[C:10]([CH3:18])=[N:9]1)[C:2]1[CH:7]=[CH:6][CH:5]=[CH:4][CH:3]=1.[C:19]([O-])(O)=O.[Na+]. (5) Reactant: [CH3:1][O:2][C:3]1[CH:8]=[C:7]([O:9][CH3:10])[CH:6]=[CH:5][C:4]=1[C:11](=O)[CH2:12][C:13]([O:15][CH3:16])=[O:14].C(O)(=O)C.[CH2:22]([CH2:24][NH2:25])[OH:23]. Product: [CH3:1][O:2][C:3]1[CH:8]=[C:7]([O:9][CH3:10])[CH:6]=[CH:5][C:4]=1/[C:11](/[NH:25][CH2:24][CH2:22][OH:23])=[CH:12]/[C:13]([O:15][CH3:16])=[O:14]. The catalyst class is: 41.